This data is from Full USPTO retrosynthesis dataset with 1.9M reactions from patents (1976-2016). The task is: Predict the reactants needed to synthesize the given product. (1) The reactants are: [CH3:1][N:2]1[CH2:8][CH2:7][CH2:6][N:5]([CH:9]2[CH2:14][CH2:13][N:12](CC3C=CC=CC=3)[CH2:11][CH2:10]2)[CH2:4][CH2:3]1. Given the product [CH3:1][N:2]1[CH2:8][CH2:7][CH2:6][N:5]([CH:9]2[CH2:14][CH2:13][NH:12][CH2:11][CH2:10]2)[CH2:4][CH2:3]1, predict the reactants needed to synthesize it. (2) The reactants are: [CH2:1]([O:3][CH2:4][C:5]1[CH:6]=[C:7]([C:11]2[CH:16]=[CH:15][C:14]([C:17]([CH3:22])([CH3:21])[C:18]([OH:20])=O)=[CH:13][CH:12]=2)[CH:8]=[N:9][CH:10]=1)[CH3:2].[CH2:23]([NH2:27])[CH:24]([CH3:26])[CH3:25]. Given the product [CH2:1]([O:3][CH2:4][C:5]1[CH:6]=[C:7]([C:11]2[CH:12]=[CH:13][C:14]([C:17]([CH3:22])([CH3:21])[C:18]([NH:27][CH2:23][CH:24]([CH3:26])[CH3:25])=[O:20])=[CH:15][CH:16]=2)[CH:8]=[N:9][CH:10]=1)[CH3:2], predict the reactants needed to synthesize it. (3) Given the product [CH3:14][O:13][CH2:12][C:3]1[CH:4]=[C:5]([C:6]([O:8][CH3:9])=[O:7])[CH:10]=[CH:11][C:2]=1[C:16]1[CH:17]=[CH:18][CH:19]=[CH:20][C:15]=1[CH3:24], predict the reactants needed to synthesize it. The reactants are: Br[C:2]1[CH:11]=[CH:10][C:5]([C:6]([O:8][CH3:9])=[O:7])=[CH:4][C:3]=1[CH2:12][O:13][CH3:14].[C:15]1([CH3:24])[CH:20]=[CH:19][CH:18]=[CH:17][C:16]=1B(O)O.C([O-])([O-])=O.[K+].[K+].O.